This data is from Peptide-MHC class II binding affinity with 134,281 pairs from IEDB. The task is: Regression. Given a peptide amino acid sequence and an MHC pseudo amino acid sequence, predict their binding affinity value. This is MHC class II binding data. (1) The peptide sequence is EMPSEEGYQDYEPEA. The MHC is DRB3_0101 with pseudo-sequence DRB3_0101. The binding affinity (normalized) is 0.0952. (2) The peptide sequence is LNKMRAVWVDGKART. The MHC is HLA-DQA10501-DQB10201 with pseudo-sequence HLA-DQA10501-DQB10201. The binding affinity (normalized) is 0.161. (3) The peptide sequence is AGAEPAGKATTEEQK. The MHC is DRB1_0101 with pseudo-sequence DRB1_0101. The binding affinity (normalized) is 0.0809. (4) The peptide sequence is NKFVSPKSVIGTFVA. The MHC is DRB1_0405 with pseudo-sequence DRB1_0405. The binding affinity (normalized) is 0.401. (5) The peptide sequence is EFPHSNGEIEDVQTD. The MHC is HLA-DQA10201-DQB10301 with pseudo-sequence HLA-DQA10201-DQB10301. The binding affinity (normalized) is 0.376. (6) The peptide sequence is EKKYFADTQFEPLAA. The MHC is DRB1_0701 with pseudo-sequence DRB1_0701. The binding affinity (normalized) is 0.607. (7) The peptide sequence is DITVKNCVLKKSTNG. The MHC is DRB5_0101 with pseudo-sequence DRB5_0101. The binding affinity (normalized) is 0.583.